From a dataset of Full USPTO retrosynthesis dataset with 1.9M reactions from patents (1976-2016). Predict the reactants needed to synthesize the given product. (1) Given the product [NH2:17][C:8]1[C:7]2[N:6]=[CH:5][N:4]([CH2:3][CH2:2][NH:1][C:18](=[O:27])[CH2:19][CH2:20][C:21]3[CH:26]=[CH:25][CH:24]=[CH:23][CH:22]=3)[C:16]=2[C:15]2[CH:14]=[CH:13][CH:12]=[CH:11][C:10]=2[N:9]=1, predict the reactants needed to synthesize it. The reactants are: [NH2:1][CH2:2][CH2:3][N:4]1[C:16]2[C:15]3[CH:14]=[CH:13][CH:12]=[CH:11][C:10]=3[N:9]=[C:8]([NH2:17])[C:7]=2[N:6]=[CH:5]1.[C:18](Cl)(=[O:27])[CH2:19][CH2:20][C:21]1[CH:26]=[CH:25][CH:24]=[CH:23][CH:22]=1. (2) Given the product [ClH:41].[CH2:28]([N:27]1[CH2:31][CH2:30][N:24]([C:17]2[C:18]3[C:23](=[CH:22][CH:21]=[CH:20][CH:19]=3)[C:14]([NH:13][S:10]([C:5]3[CH:6]=[CH:7][CH:8]=[CH:3][CH:4]=3)(=[O:12])=[O:11])=[CH:15][CH:16]=2)[CH2:25][CH2:26]1)[CH3:29], predict the reactants needed to synthesize it. The reactants are: Cl.F[C:3]1[CH:4]=[C:5]([S:10]([NH:13][C:14]2[C:23]3[C:18](=[CH:19][CH:20]=[CH:21][CH:22]=3)[C:17]([N:24]3[CH2:30][CH2:29][CH2:28][N:27]([CH3:31])[CH2:26][CH2:25]3)=[CH:16][CH:15]=2)(=[O:12])=[O:11])[CH:6]=[CH:7][C:8]=1F.C1(S([Cl:41])(=O)=O)C=CC=CC=1. (3) Given the product [S:20]1[C:15]2[CH:16]=[CH:17][CH:18]=[CH:19][C:14]=2[N:13]=[C:10]1[CH2:9][C:6]1[CH:7]=[CH:8][C:3]([CH2:2][OH:1])=[CH:4][CH:5]=1, predict the reactants needed to synthesize it. The reactants are: [OH:1][CH2:2][C:3]1[CH:8]=[CH:7][C:6]([CH2:9][C:10](O)=O)=[CH:5][CH:4]=1.[NH2:13][C:14]1[CH:19]=[CH:18][CH:17]=[CH:16][C:15]=1[SH:20].